Dataset: Reaction yield outcomes from USPTO patents with 853,638 reactions. Task: Predict the reaction yield, written as a fraction of the theoretical maximum amount of product (1.0 means a 100% yield; for example, 0.34 means a 34% yield). (1) The reactants are [C:1]([OH:8])(=[O:7])[CH2:2][CH2:3][C:4]([OH:6])=[O:5].[Cl:9][C:10]1[CH:20]=[CH:19][C:13]2[CH2:14][CH2:15][NH:16][CH2:17][CH2:18][C:12]=2[C:11]=1[CH2:21][S:22][C:23]1[CH:28]=[CH:27][C:26]([C:29]2[N:30]=[C:31]([NH:34][CH2:35][CH:36]3[CH2:38][CH2:37]3)[S:32][CH:33]=2)=[CH:25][CH:24]=1. The catalyst is C(O)C. The product is [C:1]([OH:8])(=[O:7])[CH2:2][CH2:3][C:4]([OH:6])=[O:5].[Cl:9][C:10]1[CH:20]=[CH:19][C:13]2[CH2:14][CH2:15][NH:16][CH2:17][CH2:18][C:12]=2[C:11]=1[CH2:21][S:22][C:23]1[CH:24]=[CH:25][C:26]([C:29]2[N:30]=[C:31]([NH:34][CH2:35][CH:36]3[CH2:38][CH2:37]3)[S:32][CH:33]=2)=[CH:27][CH:28]=1. The yield is 0.990. (2) The reactants are [C:1]([O:4][C:5]1[C:14]2[C:9](=[CH:10][CH:11]=[CH:12][CH:13]=2)[C:8]([O:15]C(=O)C)=[CH:7][C:6]=1[CH3:19])(=[O:3])[CH3:2].C(=O)([O-])[O-].[K+].[K+].O.Cl. The catalyst is CO. The product is [C:1]([O:4][C:5]1[C:14]2[C:9](=[CH:10][CH:11]=[CH:12][CH:13]=2)[C:8]([OH:15])=[CH:7][C:6]=1[CH3:19])(=[O:3])[CH3:2]. The yield is 1.00. (3) The reactants are [Cl:1][C:2]1[N:7]=[C:6]([C:8]([O:10][CH2:11][CH3:12])=[O:9])[C:5](F)=[CH:4][N:3]=1.[NH:14]1[CH2:19][CH2:18][O:17][CH2:16][CH2:15]1. No catalyst specified. The product is [Cl:1][C:2]1[N:7]=[C:6]([C:8]([O:10][CH2:11][CH3:12])=[O:9])[C:5]([N:14]2[CH2:19][CH2:18][O:17][CH2:16][CH2:15]2)=[CH:4][N:3]=1. The yield is 0.530.